Task: Predict the reactants needed to synthesize the given product.. Dataset: Full USPTO retrosynthesis dataset with 1.9M reactions from patents (1976-2016) (1) Given the product [C:24]([C:10]1[CH:11]=[C:12]([C:63]2[CH:62]=[CH:61][C:60]([O:66][CH3:67])=[C:59]([C:34]3[C:35]([CH2:37][N:38]4[C@@H:42]([CH3:43])[C@@H:41]([C:44]5[CH:49]=[C:48]([C:50]([F:51])([F:53])[F:52])[CH:47]=[C:46]([C:54]([F:55])([F:56])[F:57])[CH:45]=5)[O:40][C:39]4=[O:58])=[N:36][C:31]([N:27]4[CH2:30][CH2:29][CH2:28]4)=[CH:32][CH:33]=3)[CH:64]=2)[CH:13]=[CH:14][C:9]=1[O:8][CH2:1][C:2]1[CH:3]=[CH:4][CH:5]=[CH:6][CH:7]=1)(=[O:26])[CH3:25], predict the reactants needed to synthesize it. The reactants are: [CH2:1]([O:8][C:9]1[CH:14]=[CH:13][C:12](B2OC(C)(C)C(C)(C)O2)=[CH:11][C:10]=1[C:24](=[O:26])[CH3:25])[C:2]1[CH:7]=[CH:6][CH:5]=[CH:4][CH:3]=1.[N:27]1([C:31]2[N:36]=[C:35]([CH2:37][N:38]3[C@@H:42]([CH3:43])[C@@H:41]([C:44]4[CH:49]=[C:48]([C:50]([F:53])([F:52])[F:51])[CH:47]=[C:46]([C:54]([F:57])([F:56])[F:55])[CH:45]=4)[O:40][C:39]3=[O:58])[C:34]([C:59]3[CH:64]=[C:63](Cl)[CH:62]=[CH:61][C:60]=3[O:66][CH3:67])=[CH:33][CH:32]=2)[CH2:30][CH2:29][CH2:28]1.C(=O)([O-])[O-].[K+].[K+]. (2) Given the product [ClH:35].[O:1]1[CH2:5][CH2:4][N:3]([CH2:6][CH2:7][O:8][C:9]2[CH:28]=[CH:27][C:12]3[CH:13]=[C:14](/[CH:16]=[CH:17]/[C:18]4[CH:19]=[CH:20][C:21]([N:24]([CH3:26])[CH3:25])=[CH:22][CH:23]=4)[O:15][C:11]=3[CH:10]=2)[CH2:2]1, predict the reactants needed to synthesize it. The reactants are: [O:1]1[CH2:5][CH2:4][N:3]([CH2:6][CH2:7][O:8][C:9]2[CH:28]=[CH:27][C:12]3[CH:13]=[C:14](/[CH:16]=[CH:17]/[C:18]4[CH:23]=[CH:22][C:21]([N:24]([CH3:26])[CH3:25])=[CH:20][CH:19]=4)[O:15][C:11]=3[CH:10]=2)[CH2:2]1.CCOC(C)=O.[ClH:35]. (3) Given the product [Br:1][C:2]1[CH:3]=[C:4]([Cl:13])[C:5]([C:8]2([CH2:11][NH:12][C:25](=[O:26])[C:24]3[CH:28]=[CH:29][CH:30]=[CH:31][C:23]=3[C:22]([F:21])([F:32])[F:33])[CH2:9][CH2:10]2)=[N:6][CH:7]=1, predict the reactants needed to synthesize it. The reactants are: [Br:1][C:2]1[CH:3]=[C:4]([Cl:13])[C:5]([C:8]2([CH2:11][NH2:12])[CH2:10][CH2:9]2)=[N:6][CH:7]=1.C(N(CC)CC)C.[F:21][C:22]([F:33])([F:32])[C:23]1[CH:31]=[CH:30][CH:29]=[CH:28][C:24]=1[C:25](Cl)=[O:26].O. (4) Given the product [F:1][C:2]1[CH:7]=[CH:6][C:5]([F:8])=[CH:4][C:3]=1[C:9](=[O:21])[CH2:10][CH2:11][CH2:12][NH:13][C:14](=[O:20])[O:15][CH2:16][CH2:19][CH2:23][CH3:24], predict the reactants needed to synthesize it. The reactants are: [F:1][C:2]1[CH:7]=[CH:6][C:5]([F:8])=[CH:4][C:3]=1[C:9](=[O:21])[CH2:10][CH2:11][CH2:12][NH:13][C:14](=[O:20])[O:15][C:16]([CH3:19])(C)C.Br[C:23]1C=C(F)C=C[C:24]=1F.C([Mg]Cl)(C)C.O=C1CCCN1C(OC(C)(C)C)=O.